From a dataset of Catalyst prediction with 721,799 reactions and 888 catalyst types from USPTO. Predict which catalyst facilitates the given reaction. Reactant: [Cl:1][C:2]1[C:11]2[C:6](=[CH:7][C:8]([O:17][CH2:18][CH2:19][O:20][CH3:21])=[C:9]([O:12][CH2:13][CH2:14][O:15][CH3:16])[CH:10]=2)[N:5]=[CH:4][N:3]=1.C1(C)C=CC=CC=1.[NH2:29][C:30]1[CH:31]=[C:32]([C:36]#[CH:37])[CH:33]=[CH:34][CH:35]=1.Cl. Product: [CH3:16][O:15][CH2:14][CH2:13][O:12][C:9]1[CH:10]=[C:11]2[C:2]([NH:29][C:30]3[CH:35]=[CH:34][CH:33]=[C:32]([C:36]#[CH:37])[CH:31]=3)=[N:3][CH:4]=[N:5][C:6]2=[CH:7][C:8]=1[O:17][CH2:18][CH2:19][O:20][CH3:21].[ClH:1]. The catalyst class is: 10.